From a dataset of Forward reaction prediction with 1.9M reactions from USPTO patents (1976-2016). Predict the product of the given reaction. (1) The product is: [NH2:1][C:2]1[S:3][C:4]([C:17]2[CH:22]=[CH:21][CH:20]=[C:19]([F:23])[CH:18]=2)=[C:5]([C:7]([N:9]2[CH2:14][C@H:13]3[C@H:11]([CH2:12]3)[C@H:10]2[CH2:15][NH:16][C:33]([C:32]2[CH:31]=[CH:30][CH:29]=[C:28]3[O:24][CH2:25][CH2:26][C:27]=23)=[O:34])=[O:8])[N:6]=1. Given the reactants [NH2:1][C:2]1[S:3][C:4]([C:17]2[CH:22]=[CH:21][CH:20]=[C:19]([F:23])[CH:18]=2)=[C:5]([C:7]([N:9]2[CH2:14][C@H:13]3[C@H:11]([CH2:12]3)[C@H:10]2[CH2:15][NH2:16])=[O:8])[N:6]=1.[O:24]1[C:28]2=[CH:29][CH:30]=[CH:31][C:32]([C:33](O)=[O:34])=[C:27]2[CH2:26][CH2:25]1, predict the reaction product. (2) Given the reactants [NH2:1][C:2]1[C:3]([Cl:26])=[N:4][C:5]([CH3:25])=[CH:6][C:7]=1[NH:8][C:9]1[CH:14]=[CH:13][C:12]([CH2:15][CH2:16][NH:17][C:18](=[O:24])[O:19][C:20]([CH3:23])([CH3:22])[CH3:21])=[CH:11][CH:10]=1.[C:27](Cl)(=O)[CH2:28][CH3:29].O.C1(C)C=CC(S(O)(=O)=O)=CC=1, predict the reaction product. The product is: [Cl:26][C:3]1[C:2]2[N:1]=[C:27]([CH2:28][CH3:29])[N:8]([C:9]3[CH:10]=[CH:11][C:12]([CH2:15][CH2:16][NH:17][C:18](=[O:24])[O:19][C:20]([CH3:22])([CH3:23])[CH3:21])=[CH:13][CH:14]=3)[C:7]=2[CH:6]=[C:5]([CH3:25])[N:4]=1. (3) Given the reactants CC[N:3](C(C)C)C(C)C.[I:10][C:11]1[CH:19]=[CH:18][C:17]([N+:20]([O-:22])=[O:21])=[CH:16][C:12]=1[C:13](Cl)=[O:14], predict the reaction product. The product is: [I:10][C:11]1[CH:19]=[CH:18][C:17]([N+:20]([O-:22])=[O:21])=[CH:16][C:12]=1[C:13]([NH2:3])=[O:14]. (4) Given the reactants [N:1]1([C:6]2[CH:23]=[CH:22][C:9]([O:10][CH2:11][CH2:12][C@@H:13]3[CH2:15][C@@H:14]3[CH:16]3[CH2:21][CH2:20][NH:19][CH2:18][CH2:17]3)=[CH:8][CH:7]=2)[CH:5]=[N:4][N:3]=[N:2]1.[CH:24]1([CH2:30][C:31](O)=[O:32])[CH2:29][CH2:28][CH2:27][CH2:26][CH2:25]1.C(Cl)CCl.C1C=CC2N(O)N=NC=2C=1.C(N(C(C)C)CC)(C)C, predict the reaction product. The product is: [CH:24]1([CH2:30][C:31]([N:19]2[CH2:20][CH2:21][CH:16]([C@H:14]3[CH2:15][C@H:13]3[CH2:12][CH2:11][O:10][C:9]3[CH:8]=[CH:7][C:6]([N:1]4[CH:5]=[N:4][N:3]=[N:2]4)=[CH:23][CH:22]=3)[CH2:17][CH2:18]2)=[O:32])[CH2:29][CH2:28][CH2:27][CH2:26][CH2:25]1. (5) Given the reactants Br[C:2]1[C:3](=[O:20])[N:4]([C:9]2[CH:10]=[C:11]([CH:16]=[CH:17][C:18]=2[CH3:19])[C:12]([O:14]C)=O)[CH:5]=[C:6](Br)[N:7]=1.[C:21]1([OH:27])[CH:26]=[CH:25][CH:24]=[CH:23][CH:22]=1.C([N:31](CC)[CH:32]([CH3:34])[CH3:33])(C)C.C1CC=CCC=1, predict the reaction product. The product is: [CH:32]1([NH:31][C:12](=[O:14])[C:11]2[CH:16]=[CH:17][C:18]([CH3:19])=[C:9]([N:4]3[CH:5]=[CH:6][N:7]=[C:2]([O:27][C:21]4[CH:26]=[CH:25][CH:24]=[CH:23][CH:22]=4)[C:3]3=[O:20])[CH:10]=2)[CH2:34][CH2:33]1.